This data is from Forward reaction prediction with 1.9M reactions from USPTO patents (1976-2016). The task is: Predict the product of the given reaction. (1) Given the reactants [NH2:1][C:2]1[CH:3]=[C:4]([CH:9]=[CH:10][CH:11]=1)[C:5]([O:7][CH3:8])=[O:6].[CH2:12]([O:14][C:15](=[O:29])[CH:16]([C:21](=O)[C:22]1[CH:27]=[CH:26][CH:25]=[CH:24][CH:23]=1)[CH2:17][C:18](=O)[CH3:19])[CH3:13].CC1C=CC(S(O)(=O)=O)=CC=1, predict the reaction product. The product is: [CH2:12]([O:14][C:15]([C:16]1[CH:17]=[C:18]([CH3:19])[N:1]([C:2]2[CH:11]=[CH:10][CH:9]=[C:4]([C:5]([O:7][CH3:8])=[O:6])[CH:3]=2)[C:21]=1[C:22]1[CH:23]=[CH:24][CH:25]=[CH:26][CH:27]=1)=[O:29])[CH3:13]. (2) Given the reactants C([O:9][CH2:10][CH2:11][CH2:12][N:13]1[C:21]2[C:16](=[CH:17][C:18]([CH2:24][C@H:25]([NH:27][CH2:28][CH2:29][O:30][C:31]3[CH:36]=[CH:35][CH:34]=[CH:33][C:32]=3[O:37][CH2:38][CH3:39])[CH3:26])=[CH:19][C:20]=2[C:22]#[N:23])[CH2:15][CH2:14]1)(=O)C1C=CC=CC=1.[OH-].[K+], predict the reaction product. The product is: [CH2:38]([O:37][C:32]1[CH:33]=[CH:34][CH:35]=[CH:36][C:31]=1[O:30][CH2:29][CH2:28][NH:27][C@H:25]([CH3:26])[CH2:24][C:18]1[CH:17]=[C:16]2[C:21](=[C:20]([C:22]#[N:23])[CH:19]=1)[N:13]([CH2:12][CH2:11][CH2:10][OH:9])[CH2:14][CH2:15]2)[CH3:39]. (3) Given the reactants C([O:8][CH2:9][C:10]([CH:13]1[O:26][CH2:25][C:24]2[C:23]3[C:18](=[CH:19][CH:20]=[CH:21][C:22]=3[CH3:27])[C:17](=[O:28])[NH:16][C:15]=2[CH2:14]1)([CH3:12])[CH3:11])C1C=CC=CC=1, predict the reaction product. The product is: [OH:8][CH2:9][C:10]([CH:13]1[O:26][CH2:25][C:24]2[C:23]3[C:18](=[CH:19][CH:20]=[CH:21][C:22]=3[CH3:27])[C:17](=[O:28])[NH:16][C:15]=2[CH2:14]1)([CH3:11])[CH3:12]. (4) Given the reactants [Br:1][C:2]1[CH:10]=[CH:9][C:5]([C:6](Cl)=[O:7])=[CH:4][CH:3]=1.[NH2:11][C:12]1[CH:17]=[CH:16][C:15]([C:18](=[O:25])[CH2:19][CH2:20][C:21]([O:23]C)=[O:22])=[CH:14][CH:13]=1, predict the reaction product. The product is: [Br:1][C:2]1[CH:10]=[CH:9][C:5]([C:6]([NH:11][C:12]2[CH:13]=[CH:14][C:15]([C:18](=[O:25])[CH2:19][CH2:20][C:21]([OH:23])=[O:22])=[CH:16][CH:17]=2)=[O:7])=[CH:4][CH:3]=1. (5) Given the reactants Br[C:2]1[CH:3]=[C:4]([C:8]2([C:18]3[CH:23]=[CH:22][N:21]=[CH:20][CH:19]=3)[C:16]3[C:11](=[CH:12][CH:13]=[CH:14][CH:15]=3)[C:10]([NH2:17])=[N:9]2)[CH:5]=[CH:6][CH:7]=1.[F:24][C:25]1[CH:26]=[N:27][CH:28]=[C:29](B2OC(C)(C)C(C)(C)O2)[CH:30]=1.C(=O)([O-])[O-].[K+].[K+].C(COC)OC, predict the reaction product. The product is: [F:24][C:25]1[CH:30]=[C:29]([C:2]2[CH:3]=[C:4]([C:8]3([C:18]4[CH:19]=[CH:20][N:21]=[CH:22][CH:23]=4)[C:16]4[C:11](=[CH:12][CH:13]=[CH:14][CH:15]=4)[C:10]([NH2:17])=[N:9]3)[CH:5]=[CH:6][CH:7]=2)[CH:28]=[N:27][CH:26]=1. (6) Given the reactants NC[C:3]1[N:4]=[C:5]([C:13]2[CH:18]=[CH:17][C:16]([F:19])=[CH:15][CH:14]=2)[O:6][C:7]=1[C:8]1[CH:12]=[CH:11][S:10][CH:9]=1.[CH3:20][S:21](Cl)(=[O:23])=[O:22].C([N:27](CC)CC)C.[Cl-].[NH4+], predict the reaction product. The product is: [F:19][C:16]1[CH:17]=[CH:18][C:13]([C:5]2[O:6][C:7]([C:8]3[CH:12]=[CH:11][S:10][CH:9]=3)=[C:3]([NH:27][S:21]([CH3:20])(=[O:23])=[O:22])[N:4]=2)=[CH:14][CH:15]=1. (7) Given the reactants C(O)=O.[CH3:4][O:5][C:6]1[CH:53]=[CH:52][CH:51]=[CH:50][C:7]=1[CH2:8][O:9][CH2:10][CH2:11][CH2:12][O:13][C:14]1[CH:19]=[CH:18][C:17]([CH:20]2[CH2:25][CH2:24][N:23]([C:26]([O:28][C:29]([CH3:32])([CH3:31])[CH3:30])=[O:27])[CH2:22][CH:21]2[O:33][CH2:34][C:35]2[O:36][C:37]3[C:43]([O:44][CH2:45][CH2:46][CH2:47][O:48][CH3:49])=[CH:42][CH:41]=[CH:40][C:38]=3[CH:39]=2)=[CH:16][CH:15]=1.C(N(CC)CC)C, predict the reaction product. The product is: [CH3:4][O:5][C:6]1[CH:53]=[CH:52][CH:51]=[CH:50][C:7]=1[CH2:8][O:9][CH2:10][CH2:11][CH2:12][O:13][C:14]1[CH:19]=[CH:18][C:17]([CH:20]2[CH2:25][CH2:24][N:23]([C:26]([O:28][C:29]([CH3:32])([CH3:31])[CH3:30])=[O:27])[CH2:22][CH:21]2[O:33][CH2:34][CH:35]2[CH2:39][C:38]3[CH:40]=[CH:41][CH:42]=[C:43]([O:44][CH2:45][CH2:46][CH2:47][O:48][CH3:49])[C:37]=3[O:36]2)=[CH:16][CH:15]=1.